Binary Classification. Given a miRNA mature sequence and a target amino acid sequence, predict their likelihood of interaction. From a dataset of Experimentally validated miRNA-target interactions with 360,000+ pairs, plus equal number of negative samples. (1) The miRNA is cel-miR-357-3p with sequence AAAUGCCAGUCGUUGCAGGAGU. The protein sequence of the target gene is MAHRLQIRLLTWDVKDTLLRLRHPLGEAYATKARAHGLEVEPSALEQGFRQAYRAQSHSFPNYGLSHGLTSRQWWLDVVLQTFHLAGVQDAQAVAPIAEQLYKDFSHPCTWQVLDGAEDTLRECRTRGLRLAVISNFDRRLEGILGGLGLREHFDFVLTSEAAGWPKPDPRIFQEALRLAHMEPVVAAHVGDNYLCDYQGPRAVGMHSFLVVGPQALDPVVRDSVPKEHILPSLAHLLPALDCLEGSTPGL. Result: 0 (no interaction). (2) The miRNA is hsa-miR-548ac with sequence CAAAAACCGGCAAUUACUUUUG. The protein sequence of the target gene is MPGSDTALTVDRTYSYPGRHHRCKSRVERHDMNTLSLPLNIRRGGSDTNLNFDVPDGILDFHKVKLTADSLKQKILKVTEQIKIEQTSRDGNVAEYLKLVNNADKQQAGRIKQVFEKKNQKSAHSIAQLQKKLEQYHRKLREIEQNGASRSSKDISKDHLKDIHRSLKDAHVKSRTAPHCMESSKSGMPGVSLTPPVFVFNKSREFANLIRNKFGSADNIAHLKNSLEEFRPEASARAYGGSATIVNKPKYGSDDECSSGTSGSADSNGNQSFGAGGASTLDSQGKLAVILEELREIKDT.... Result: 1 (interaction). (3) The miRNA is hsa-miR-3923 with sequence AACUAGUAAUGUUGGAUUAGGG. The protein sequence of the target gene is MRVNHTVSTMLPTCMVHRQTMSCSGAGGITAFVAFRDVAVYFTQEEWRLLSPAQRTLHREVMLETYNHLVSLEIPSSKPKLIAQLERGEAPWREERKCPLDLCPESKPEIQLSPSCPLIFSSQQALSQHVWLSHLSQLFSSLWAGNPLHLGKHYPEDQKQQQDPFCFSGKAEWIQEGEDSRLLFGRVSKNGTSKALSSPPEEQQPAQSKEDNTVVDIGSSPERRADLEETDKVLHGLEVSGFGEIKYEEFGPGFIKESNLLSLQKTQTGETPYMYTEWGDSFGSMSVLIKNPRTHSGGKP.... Result: 0 (no interaction).